Dataset: Forward reaction prediction with 1.9M reactions from USPTO patents (1976-2016). Task: Predict the product of the given reaction. (1) Given the reactants Cl.[CH2:2]([O:4][C:5]([CH:7]1[CH2:12][CH2:11][N:10](CC2C=CC=CC=2)[CH2:9][C:8]1=[O:20])=[O:6])[CH3:3].[C:29](O[C:29]([O:31][C:32]([CH3:35])([CH3:34])[CH3:33])=[O:30])([O:31][C:32]([CH3:35])([CH3:34])[CH3:33])=[O:30].CCN(CC)CC, predict the reaction product. The product is: [CH2:2]([O:4][C:5]([CH:7]1[CH2:12][CH2:11][N:10]([C:29]([O:31][C:32]([CH3:33])([CH3:34])[CH3:35])=[O:30])[CH2:9][C:8]1=[O:20])=[O:6])[CH3:3]. (2) Given the reactants Br[C:2]1[CH:39]=[CH:38][C:5]([CH2:6][N:7]2[C:11]3[CH:12]=[CH:13][C:14]([O:16][CH2:17][C:18]4[CH:27]=[CH:26][C:25]5[C:20](=[CH:21][CH:22]=[CH:23][CH:24]=5)[N:19]=4)=[CH:15][C:10]=3[N:9]=[C:8]2[C@@H:28]2[C@H:30]([C:31]([O:33]CC)=[O:32])[C:29]2([CH3:37])[CH3:36])=[CH:4][CH:3]=1.[F:40][C:41]1[CH:42]=[C:43](B(O)O)[CH:44]=[CH:45][C:46]=1[F:47], predict the reaction product. The product is: [F:40][C:41]1[CH:42]=[C:43]([C:2]2[CH:3]=[CH:4][C:5]([CH2:6][N:7]3[C:11]4[CH:12]=[CH:13][C:14]([O:16][CH2:17][C:18]5[CH:27]=[CH:26][C:25]6[C:20](=[CH:21][CH:22]=[CH:23][CH:24]=6)[N:19]=5)=[CH:15][C:10]=4[N:9]=[C:8]3[C@@H:28]3[C@H:30]([C:31]([OH:33])=[O:32])[C:29]3([CH3:36])[CH3:37])=[CH:38][CH:39]=2)[CH:44]=[CH:45][C:46]=1[F:47]. (3) The product is: [N:1]12[CH2:8][CH2:7][CH:4]([CH2:5][CH2:6]1)[CH:3]([NH:9][C:16]([C:12]1[CH:11]=[C:10]([C:19]3[CH:24]=[CH:23][CH:22]=[CH:21][CH:20]=3)[CH:15]=[CH:14][CH:13]=1)=[O:17])[CH2:2]2. Given the reactants [N:1]12[CH2:8][CH2:7][CH:4]([CH2:5][CH2:6]1)[CH:3]([NH2:9])[CH2:2]2.[C:10]1([C:19]2[CH:24]=[CH:23][CH:22]=[CH:21][CH:20]=2)[CH:15]=[CH:14][CH:13]=[C:12]([C:16](O)=[O:17])[CH:11]=1, predict the reaction product. (4) The product is: [CH:32]1([C:35]([N:29]2[CH2:28][CH2:27][N:26]([C:24]([C:6]3[N:5]([CH:2]([CH3:3])[CH3:4])[C:13]4[C:8]([CH:7]=3)=[CH:9][C:10]([O:14][CH:15]3[CH2:20][CH2:19][N:18]([CH:21]([CH3:23])[CH3:22])[CH2:17][CH2:16]3)=[CH:11][CH:12]=4)=[O:25])[CH2:31][CH2:30]2)=[O:36])[CH2:34][CH2:33]1. Given the reactants Cl.[CH:2]([N:5]1[C:13]2[C:8](=[CH:9][C:10]([O:14][CH:15]3[CH2:20][CH2:19][N:18]([CH:21]([CH3:23])[CH3:22])[CH2:17][CH2:16]3)=[CH:11][CH:12]=2)[CH:7]=[C:6]1[C:24]([N:26]1[CH2:31][CH2:30][NH:29][CH2:28][CH2:27]1)=[O:25])([CH3:4])[CH3:3].[CH:32]1([C:35](Cl)=[O:36])[CH2:34][CH2:33]1, predict the reaction product. (5) Given the reactants [CH3:1][C:2]1([CH3:18])[C:6]([CH3:8])([CH3:7])[O:5][B:4]([C:9]2[CH:17]=[CH:16][C:12]([C:13]([OH:15])=O)=[CH:11][CH:10]=2)[O:3]1.[CH3:19][CH:20]1[CH2:29][CH2:28][C:23]2[N:24]=[C:25]([NH2:27])[S:26][C:22]=2[CH2:21]1.F[B-](F)(F)F.N1(OC(N(C)C)=[N+](C)C)C2C=CC=CC=2N=N1.C(N(CC)C(C)C)(C)C, predict the reaction product. The product is: [CH3:19][CH:20]1[CH2:29][CH2:28][C:23]2[N:24]=[C:25]([NH:27][C:13](=[O:15])[C:12]3[CH:11]=[CH:10][C:9]([B:4]4[O:5][C:6]([CH3:7])([CH3:8])[C:2]([CH3:1])([CH3:18])[O:3]4)=[CH:17][CH:16]=3)[S:26][C:22]=2[CH2:21]1. (6) The product is: [F:31][C:28]1[CH:27]=[CH:26][C:25]([C@@H:22]([NH:21][C:2]2[CH:3]=[CH:4][C:5]([N+:18]([O-:20])=[O:19])=[C:6]([NH:8][C:9]3[CH:13]=[C:12]([O:14][CH:15]([CH3:17])[CH3:16])[NH:11][N:10]=3)[N:7]=2)[CH2:23][OH:24])=[CH:30][CH:29]=1. Given the reactants Cl[C:2]1[N:7]=[C:6]([NH:8][C:9]2[CH:13]=[C:12]([O:14][CH:15]([CH3:17])[CH3:16])[NH:11][N:10]=2)[C:5]([N+:18]([O-:20])=[O:19])=[CH:4][CH:3]=1.[NH2:21][C@H:22]([C:25]1[CH:30]=[CH:29][C:28]([F:31])=[CH:27][CH:26]=1)[CH2:23][OH:24].CCN(C(C)C)C(C)C, predict the reaction product. (7) Given the reactants [Br:1]N1C(=O)CCC1=O.[CH2:9]([C:17]1[S:21][C:20]([C:22]2[S:23][C:24]([C:27]3[C:32]4=[N:33][S:34][N:35]=[C:31]4[C:30]([C:36]4[S:37][CH:38]=[CH:39][CH:40]=4)=[C:29]([O:41][CH2:42][CH2:43][CH2:44][CH2:45][CH2:46][CH2:47][CH2:48][CH3:49])[C:28]=3[O:50][CH2:51][CH2:52][CH2:53][CH2:54][CH2:55][CH2:56][CH2:57][CH3:58])=[CH:25][CH:26]=2)=[CH:19][CH:18]=1)[CH2:10][CH2:11][CH2:12][CH2:13][CH2:14][CH2:15][CH3:16], predict the reaction product. The product is: [Br:1][C:38]1[S:37][C:36]([C:30]2[C:31]3=[N:35][S:34][N:33]=[C:32]3[C:27]([C:24]3[S:23][C:22]([C:20]4[S:21][C:17]([CH2:9][CH2:10][CH2:11][CH2:12][CH2:13][CH2:14][CH2:15][CH3:16])=[CH:18][CH:19]=4)=[CH:26][CH:25]=3)=[C:28]([O:50][CH2:51][CH2:52][CH2:53][CH2:54][CH2:55][CH2:56][CH2:57][CH3:58])[C:29]=2[O:41][CH2:42][CH2:43][CH2:44][CH2:45][CH2:46][CH2:47][CH2:48][CH3:49])=[CH:40][CH:39]=1.